Dataset: NCI-60 drug combinations with 297,098 pairs across 59 cell lines. Task: Regression. Given two drug SMILES strings and cell line genomic features, predict the synergy score measuring deviation from expected non-interaction effect. (1) Drug 1: COC1=C(C=C2C(=C1)N=CN=C2NC3=CC(=C(C=C3)F)Cl)OCCCN4CCOCC4. Drug 2: CC1OCC2C(O1)C(C(C(O2)OC3C4COC(=O)C4C(C5=CC6=C(C=C35)OCO6)C7=CC(=C(C(=C7)OC)O)OC)O)O. Cell line: CCRF-CEM. Synergy scores: CSS=62.4, Synergy_ZIP=1.08, Synergy_Bliss=2.73, Synergy_Loewe=-12.4, Synergy_HSA=4.29. (2) Drug 1: CN(C)C1=NC(=NC(=N1)N(C)C)N(C)C. Drug 2: B(C(CC(C)C)NC(=O)C(CC1=CC=CC=C1)NC(=O)C2=NC=CN=C2)(O)O. Cell line: RPMI-8226. Synergy scores: CSS=-6.95, Synergy_ZIP=-1.43, Synergy_Bliss=-8.97, Synergy_Loewe=-41.5, Synergy_HSA=-17.7. (3) Drug 1: CC1C(C(CC(O1)OC2CC(OC(C2O)C)OC3=CC4=CC5=C(C(=O)C(C(C5)C(C(=O)C(C(C)O)O)OC)OC6CC(C(C(O6)C)O)OC7CC(C(C(O7)C)O)OC8CC(C(C(O8)C)O)(C)O)C(=C4C(=C3C)O)O)O)O. Drug 2: CC1=C(N=C(N=C1N)C(CC(=O)N)NCC(C(=O)N)N)C(=O)NC(C(C2=CN=CN2)OC3C(C(C(C(O3)CO)O)O)OC4C(C(C(C(O4)CO)O)OC(=O)N)O)C(=O)NC(C)C(C(C)C(=O)NC(C(C)O)C(=O)NCCC5=NC(=CS5)C6=NC(=CS6)C(=O)NCCC[S+](C)C)O. Cell line: OVCAR-5. Synergy scores: CSS=35.8, Synergy_ZIP=-4.72, Synergy_Bliss=0.149, Synergy_Loewe=-1.57, Synergy_HSA=1.31. (4) Drug 1: C1CN1P(=S)(N2CC2)N3CC3. Drug 2: N.N.Cl[Pt+2]Cl. Cell line: UO-31. Synergy scores: CSS=26.1, Synergy_ZIP=-7.97, Synergy_Bliss=-0.395, Synergy_Loewe=-7.04, Synergy_HSA=-0.462. (5) Drug 1: CC1=C(C(=O)C2=C(C1=O)N3CC4C(C3(C2COC(=O)N)OC)N4)N. Drug 2: CC1C(C(CC(O1)OC2CC(CC3=C2C(=C4C(=C3O)C(=O)C5=C(C4=O)C(=CC=C5)OC)O)(C(=O)CO)O)N)O.Cl. Cell line: OVCAR-8. Synergy scores: CSS=42.3, Synergy_ZIP=-4.86, Synergy_Bliss=-3.57, Synergy_Loewe=0.836, Synergy_HSA=1.69. (6) Drug 1: CC1OCC2C(O1)C(C(C(O2)OC3C4COC(=O)C4C(C5=CC6=C(C=C35)OCO6)C7=CC(=C(C(=C7)OC)O)OC)O)O. Drug 2: CC1C(C(CC(O1)OC2CC(CC3=C2C(=C4C(=C3O)C(=O)C5=C(C4=O)C(=CC=C5)OC)O)(C(=O)C)O)N)O.Cl. Cell line: SN12C. Synergy scores: CSS=50.6, Synergy_ZIP=4.38, Synergy_Bliss=7.24, Synergy_Loewe=9.89, Synergy_HSA=10.1. (7) Drug 1: CCC(=C(C1=CC=CC=C1)C2=CC=C(C=C2)OCCN(C)C)C3=CC=CC=C3.C(C(=O)O)C(CC(=O)O)(C(=O)O)O. Drug 2: CC1CCCC2(C(O2)CC(NC(=O)CC(C(C(=O)C(C1O)C)(C)C)O)C(=CC3=CSC(=N3)C)C)C. Cell line: SN12C. Synergy scores: CSS=47.9, Synergy_ZIP=4.62, Synergy_Bliss=3.24, Synergy_Loewe=-23.5, Synergy_HSA=1.47.